Dataset: Drug-target binding data from BindingDB using IC50 measurements. Task: Regression. Given a target protein amino acid sequence and a drug SMILES string, predict the binding affinity score between them. We predict pIC50 (pIC50 = -log10(IC50 in M); higher means more potent). Dataset: bindingdb_ic50. (1) The compound is CCCCC(CC#N)n1cc(-c2ncnc3[nH]ccc23)cn1. The target protein sequence is FFRAIMRDINKLEEQNPDIVSEKKPATEVDPTHFEKRFLKRIRDLGEGHFGKVELCRYDPEGDNTGEQVAVKSLKPESGGNHIADLKKEIEILRNLYHENIVKYKGICTEDGGNGIKLIMEFLPSGSLKEYLPKNKNKINLKQQLKYAVQICKGMDYLGSRQYVHRDLAARNVLVESEHQVKIGDFGLTKAIETDKEYYTVKDDRDSPVFWYAPECLMQSKFYIASDVWSFGVTLHELLTYCDSDSSPMALFLKMIGPTHGQMTVTRLVNTLKEGKRLPCPPNCPDEVYQLMRKCWEFQPSNRTSF. The pIC50 is 8.7. (2) The compound is CCNC(=O)Nc1cn2c(-c3ncc(C)cn3)cc(-c3cncnc3)cc2n1. The target protein (P0A4L9) has sequence MTEEIKNLQAQDYDASQIQVLEGLEAVRMRPGMYIGSTSKEGLHHLVWEIVDNSIDEALAGFASHIQVFIEPDDSITVVDDGRGIPVDIQEKTGRPAVETVFTVLHAGGKFGGGGYKVSGGLHGVGSSVVNALSTQLDVHVHKNGKIHYQEYRRGHVVADLEIVGDTDKTGTTVHFTPDPKIFTETTIFDFDKLNKRIQELAFLNRGLQISITDKRQGLEQTKHYHYEGGIASYVEYINENKDVIFDTPIYTDGEMDDITVEVAMQYTTGYHENVMSFANNIHTHEGGTHEQGFRTALTRVINDYARKNKLLKDNEDNLTGEDVREGLTAVISVKHPNPQFEGQTKTKLGNSEVVKITNRLFSEAFSDFLMENPQIAKRIVEKGILAAKARVAAKRAREVTRKKSGLEISNLPGKLADCSSNNPAETELFIVEGDSAGGSAKSGRNREFQAILPIRGKILNVEKASMDKILANEEIRSLFTAMGTGFGAEFDVSKARYQK.... The pIC50 is 7.4. (3) The small molecule is C[C@H]1CN(c2c(C#N)c(C(F)F)nn2-c2ccc(S(C)(=O)=O)cn2)C[C@@H](C)O1. The target protein sequence is MLARALVLCAALAVVRAANPCCSHPCQNQGICMSTGFDQYKCDCTRTGFYGENCSTPEFLTRIKLYLKPTPNTVHYILTHFKGVWNIVNNIPFLRNTIMKYVLTSRSHLIESPPTYNVNYGYKSWEAFSNLSYYTRALPPVPDDCPTPMGVKGKKELPDSKEIVEKFLLRRKFIPDPQGTNMMFAFFAQHFTHQFFKTDHKRGPAFTKGLGHGVDLNHVYGETLDRQHKLRLFKDGKMKYQVIDGEVYPPTVKDTQVEMIYPPHVPEHLQFAVGQEVFGLVPGLMMYATIWLREHNRVCDVLKQEHPEWDDERLFQTSRLILIGETIKIVIEDYVQHLSGYHFKLKFDPELLFNQQFQYQNRIAAEFNTLYHWHPLLPDTLQIDDQEYNFQQFIYNNSILLEHGLTQFVESFSRQIAGRVAGGRNVPAAVQQVAKASIDQSRQMKYQSLNEYRKRFRLKPYTSFEELTGEKEMAAGLEALYGDIDAMELYPALLVEKPRP.... The pIC50 is 6.8. (4) The small molecule is O=C(COc1ccccc1C(=O)NN=Cc1ccc(O)c(O)c1)NN=Cc1ccc(O)c(O)c1. The pIC50 is 4.0. The target protein (P09923) has sequence MQGPWVLLLLGLRLQLSLGVIPAEEENPAFWNRQAAEALDAAKKLQPIQKVAKNLILFLGDGLGVPTVTATRILKGQKNGKLGPETPLAMDRFPYLALSKTYNVDRQVPDSAATATAYLCGVKANFQTIGLSAAARFNQCNTTRGNEVISVMNRAKQAGKSVGVVTTTRVQHASPAGTYAHTVNRNWYSDADMPASARQEGCQDIATQLISNMDIDVILGGGRKYMFPMGTPDPEYPADASQNGIRLDGKNLVQEWLAKHQGAWYVWNRTELMQASLDQSVTHLMGLFEPGDTKYEIHRDPTLDPSLMEMTEAALRLLSRNPRGFYLFVEGGRIDHGHHEGVAYQALTEAVMFDDAIERAGQLTSEEDTLTLVTADHSHVFSFGGYTLRGSSIFGLAPSKAQDSKAYTSILYGNGPGYVFNSGVRPDVNESESGSPDYQQQAAVPLSSETHGGEDVAVFARGPQAHLVHGVQEQSFVAHVMAFAACLEPYTACDLAPPAC.... (5) The compound is N#CC(C(=O)Nc1cccc(C(F)(F)F)c1)C(=O)C1CC1. The target protein (Q63707) has sequence MAWRQLRKRALDAVIILGGGGLLFTSYLTATGDDHFYAEYLMPGLQRLLDPESAHRLAVRVTSLGLLPRATFQDSDMLEVKVLGHKFRNPVGIAAGFDKNGEAVDGLYKLGFGFVEVGSVTPQPQEGNPRPRVFRLPEDQAVINRYGFNSHGLSVVEHRLRARQQKQAQLTADGLPLGINLGKNKTSEDAAADYAEGVRTLGPLADYLVVNVSSPNTAGLRSLQGKTELRHLLSKVLQERDALKGTRKPAVLVKIAPDLTAQDKEDIASVARELGIDGLIVTNTTVSRPVGLQGALRSETGGLSGKPLRDLSTQTIREMYALTQGRIPIIGVGGVSSGQDALEKIQAGASLVQLYTALIFLGPPVVVRVKRELEALLKERGFTTVTDAIGADHRR. The pIC50 is 6.3. (6) The small molecule is Cc1cc(C)n(CC(=O)N2CCc3c2ccc(-c2cn(C)c4ncnc(N)c24)c3F)n1. The target protein (Q9BQI3) has sequence MQGGNSGVRKREEEGDGAGAVAAPPAIDFPAEGPDPEYDESDVPAEIQVLKEPLQQPTFPFAVANQLLLVSLLEHLSHVHEPNPLRSRQVFKLLCQTFIKMGLLSSFTCSDEFSSLRLHHNRAITHLMRSAKERVRQDPCEDISRIQKIRSREVALEAQTSRYLNEFEELAILGKGGYGRVYKVRNKLDGQYYAIKKILIKGATKTVCMKVLREVKVLAGLQHPNIVGYHTAWIEHVHVIQPRADRAAIELPSLEVLSDQEEDREQCGVKNDESSSSSIIFAEPTPEKEKRFGESDTENQNNKSVKYTTNLVIRESGELESTLELQENGLAGLSASSIVEQQLPLRRNSHLEESFTSTEESSEENVNFLGQTEAQYHLMLHIQMQLCELSLWDWIVERNKRGREYVDESACPYVMANVATKIFQELVEGVFYIHNMGIVHRDLKPRNIFLHGPDQQVKIGDFGLACTDILQKNTDWTNRNGKRTPTHTSRVGTCLYASPE.... The pIC50 is 7.2. (7) The small molecule is CC(C(=O)NC(C)(C)C)c1ccccc1Nc1c(Cl)cccc1Cl. The target protein (P10145) has sequence MTSKLAVALLAAFLISAALCEGAVLPRSAKELRCQCIKTYSKPFHPKFIKELRVIESGPHCANTEIIVKLSDGRELCLDPKENWVQRVVEKFLKRAENS. The pIC50 is 6.2. (8) The drug is CCc1nc(N)nc(N)c1C#CCc1cc(OC)cc(-c2ccccc2)c1. The target protein sequence is MKVSLIAAMDKNRVIGKENDIPWRIPKDWEYVKNTTKGHPIILGRKNLESIGRALPDRRNIILTRDKGFTFNGCEIVHSIEDVFELCKNEEEIFIFGGEQIYNLFFPYVEKMYITKIHHEFEGDTFFPEVNYEEWNEVFAQKGIKNDKNPYNYYFHVYERKNLLS. The pIC50 is 7.3. (9) The pIC50 is 4.1. The drug is COc1ccc(CNC(=O)c2cc(=O)c3c(O)cc(OCCc4ccc(NC(=O)C(=O)O)c(C#N)c4)cc3o2)cc1. The target protein sequence is MTKIALIGSGQIGAIVGELCLLENLGDLILYDVVPGIPQGKALDLKHFSTILGVNRNILGTNQIEDIKDADIIVITAGVQRKEGMTREDLIGVNGKIMKSVAESVKLHCSKAFVICVSNPLDIMVNVFHKFSNLPHEKICGMAGILDTSRYCSLIADKLKVSAEDVNAVILGGHGDLMVPLQRYTSVNGVPLSEFVKKNMISQNEIQEIIQKTRNMGAEIIKLAKASAAFAPAAAITKMIKSYLYNENNLFTCAVYLNGHYNCSNLFVGSTAKINNKGAHPVEFPLTKEEQDLYTESIASVQSNTQKAFDLIK. (10) The drug is CS(=O)(=O)c1ccc(-c2cc3c(cc2C(=O)c2cccc(F)c2)OCO3)cc1. The target protein (P35354) has sequence MLARALLLCAVLALSHTANPCCSHPCQNRGVCMSVGFDQYKCDCTRTGFYGENCSTPEFLTRIKLFLKPTPNTVHYILTHFKGFWNVVNNIPFLRNAIMSYVLTSRSHLIDSPPTYNADYGYKSWEAFSNLSYYTRALPPVPDDCPTPLGVKGKKQLPDSNEIVEKLLLRRKFIPDPQGSNMMFAFFAQHFTHQFFKTDHKRGPAFTNGLGHGVDLNHIYGETLARQRKLRLFKDGKMKYQIIDGEMYPPTVKDTQAEMIYPPQVPEHLRFAVGQEVFGLVPGLMMYATIWLREHNRVCDVLKQEHPEWGDEQLFQTSRLILIGETIKIVIEDYVQHLSGYHFKLKFDPELLFNKQFQYQNRIAAEFNTLYHWHPLLPDTFQIHDQKYNYQQFIYNNSILLEHGITQFVESFTRQIAGRVAGGRNVPPAVQKVSQASIDQSRQMKYQSFNEYRKRFMLKPYESFEELTGEKEMSAELEALYGDIDAVELYPALLVEKPRP.... The pIC50 is 6.0.